This data is from TCR-epitope binding with 47,182 pairs between 192 epitopes and 23,139 TCRs. The task is: Binary Classification. Given a T-cell receptor sequence (or CDR3 region) and an epitope sequence, predict whether binding occurs between them. (1) The epitope is SLVKPSFYV. The TCR CDR3 sequence is CASSNLGSYNEQFF. Result: 1 (the TCR binds to the epitope). (2) The epitope is QASQEVKNW. The TCR CDR3 sequence is CASRDPYEQYF. Result: 0 (the TCR does not bind to the epitope). (3) The epitope is YLDAYNMMI. The TCR CDR3 sequence is CASSPTGQSNGNTIYF. Result: 1 (the TCR binds to the epitope). (4) The epitope is GILGFVFTL. The TCR CDR3 sequence is CAISDRASTDTQYF. Result: 0 (the TCR does not bind to the epitope). (5) The epitope is MPASWVMRI. The TCR CDR3 sequence is CASSQGLAGGDTGELFF. Result: 1 (the TCR binds to the epitope).